This data is from Forward reaction prediction with 1.9M reactions from USPTO patents (1976-2016). The task is: Predict the product of the given reaction. The product is: [Cl:1][C:2]1[CH:7]=[CH:6][C:5]([C:8]2[N:9]([C:17]3[CH:22]=[CH:21][C:20]([Cl:23])=[CH:19][C:18]=3[Cl:24])[C:10]([CH3:16])=[C:11]([C:13]([NH:25][N:26]3[CH2:31][CH2:30][CH2:29][CH2:28][CH2:27]3)=[O:14])[N:12]=2)=[CH:4][CH:3]=1. Given the reactants [Cl:1][C:2]1[CH:7]=[CH:6][C:5]([C:8]2[N:9]([C:17]3[CH:22]=[CH:21][C:20]([Cl:23])=[CH:19][C:18]=3[Cl:24])[C:10]([CH3:16])=[C:11]([C:13](Cl)=[O:14])[N:12]=2)=[CH:4][CH:3]=1.[NH2:25][N:26]1[CH2:31][CH2:30][CH2:29][CH2:28][CH2:27]1.C(N(CC)CC)C, predict the reaction product.